From a dataset of Forward reaction prediction with 1.9M reactions from USPTO patents (1976-2016). Predict the product of the given reaction. (1) Given the reactants [F:1][C:2]([CH2:5][C:6]([OH:8])=[O:7])([F:4])[F:3].[O:9]=[C:10]1[CH2:14][C:13]2([CH2:19][CH2:18][NH:17][CH2:16][CH2:15]2)[CH2:12][N:11]1[CH2:20][C:21]([O:23][CH3:24])=[O:22].Cl[CH2:26][C:27]1[CH:32]=[C:31]([O:33][CH2:34][CH3:35])[C:30]([C:36]2[CH:41]=[CH:40][C:39]([F:42])=[CH:38][CH:37]=2)=[C:29]([O:43][CH2:44][CH3:45])[CH:28]=1.CCN(C(C)C)C(C)C.C(O)(C(F)(F)F)=O, predict the reaction product. The product is: [F:1][C:2]([CH2:5][C:6]([OH:8])=[O:7])([F:4])[F:3].[CH3:24][O:23][C:21](=[O:22])[CH2:20][N:11]1[C:10](=[O:9])[CH2:14][C:13]2([CH2:19][CH2:18][N:17]([CH2:26][C:27]3[CH:32]=[C:31]([O:33][CH2:34][CH3:35])[C:30]([C:36]4[CH:41]=[CH:40][C:39]([F:42])=[CH:38][CH:37]=4)=[C:29]([O:43][CH2:44][CH3:45])[CH:28]=3)[CH2:16][CH2:15]2)[CH2:12]1. (2) Given the reactants [NH2:1][CH2:2][CH2:3][OH:4].C([O-])([O-])=O.[K+].[K+].Br[CH2:12][C:13]1[CH:14]=[CH:15][C:16]([C:20]([O:22][CH3:23])=[O:21])=[N:17][C:18]=1[Cl:19], predict the reaction product. The product is: [Cl:19][C:18]1[N:17]=[C:16]([C:20]([O:22][CH3:23])=[O:21])[CH:15]=[CH:14][C:13]=1[CH2:12][NH:1][CH2:2][CH2:3][OH:4].